Dataset: Full USPTO retrosynthesis dataset with 1.9M reactions from patents (1976-2016). Task: Predict the reactants needed to synthesize the given product. (1) The reactants are: [SH-].[Na+].[CH3:3][C:4]1([CH3:13])[O:8][N:7]=[C:6]([S:9]([CH3:12])(=O)=O)[CH2:5]1.C(=O)([O-])[O-].[K+].[K+].C(S([O-])=O)O.[Na+].BrC[C:28]1[C:29]([C:38]([F:41])([F:40])[F:39])=[N:30][N:31]([C:34]([CH3:37])([CH3:36])[CH3:35])[C:32]=1[Cl:33]. Given the product [C:34]([N:31]1[C:32]([Cl:33])=[C:28]([CH2:12][S:9][C:6]2[CH2:5][C:4]([CH3:13])([CH3:3])[O:8][N:7]=2)[C:29]([C:38]([F:39])([F:41])[F:40])=[N:30]1)([CH3:37])([CH3:35])[CH3:36], predict the reactants needed to synthesize it. (2) Given the product [OH:14][C:9]1([CH2:3][C:4]([O:6][CH2:7][CH3:8])=[O:5])[CH2:13][CH2:12][CH2:11][CH2:10]1, predict the reactants needed to synthesize it. The reactants are: Br[Zn][CH2:3][C:4]([O:6][CH2:7][CH3:8])=[O:5].[C:9]1(=[O:14])[CH2:13][CH2:12][CH2:11][CH2:10]1.Cl.C(OCC)(=O)C. (3) Given the product [F:1][C:2]1[CH:7]=[CH:6][CH:5]=[CH:4][C:3]=1[S:8]([NH:11][C:12]([CH3:29])([CH3:30])[C:13]([NH:15][CH:16]1[CH:17]2[CH2:18][C:19]3([C:26]([NH2:37])=[O:28])[CH2:20][CH:21]([CH2:22][CH:23]1[CH2:24]3)[CH2:25]2)=[O:14])(=[O:9])=[O:10], predict the reactants needed to synthesize it. The reactants are: [F:1][C:2]1[CH:7]=[CH:6][CH:5]=[CH:4][C:3]=1[S:8]([NH:11][C:12]([CH3:30])([CH3:29])[C:13]([NH:15][CH:16]1[CH:23]2[CH2:24][C:19]3([C:26]([OH:28])=O)[CH2:20][CH:21]([CH2:25][CH:17]1[CH2:18]3)[CH2:22]2)=[O:14])(=[O:10])=[O:9].C1C=CC2N(O)N=[N:37]C=2C=1.CCN=C=NCCCN(C)C.O.N. (4) Given the product [F:13][C:14]1[CH:15]=[C:16]([S:20][C:2]2[CH:7]=[CH:6][CH:5]=[CH:4][C:3]=2[CH2:8][CH2:9][C:10]([OH:12])=[O:11])[CH:17]=[CH:18][CH:19]=1, predict the reactants needed to synthesize it. The reactants are: I[C:2]1[CH:7]=[CH:6][CH:5]=[CH:4][C:3]=1[CH2:8][CH2:9][C:10]([OH:12])=[O:11].[F:13][C:14]1[CH:15]=[C:16]([SH:20])[CH:17]=[CH:18][CH:19]=1.[OH-].[K+]. (5) Given the product [NH2:12][C:9]1[CH:10]=[CH:11][C:6]([C:4]([N:1]2[CH2:3][CH2:2]2)=[O:5])=[CH:7][C:8]=1[O:15][CH3:16], predict the reactants needed to synthesize it. The reactants are: [N:1]1([C:4]([C:6]2[CH:11]=[CH:10][C:9]([N+:12]([O-])=O)=[C:8]([O:15][CH3:16])[CH:7]=2)=[O:5])[CH2:3][CH2:2]1.OCC1(OC[C@@H](O)[C@@H](O)[C@H]1O)O. (6) Given the product [C:1]([O:5][C:6]([NH:8][C:9]1[S:10][CH:11]=[C:12]([CH:14]([CH2:20][CH2:21][F:22])[C:15]([OH:17])=[O:16])[N:13]=1)=[O:7])([CH3:3])([CH3:4])[CH3:2], predict the reactants needed to synthesize it. The reactants are: [C:1]([O:5][C:6]([NH:8][C:9]1[S:10][CH:11]=[C:12]([CH:14]([CH2:20][CH2:21][F:22])[C:15]([O:17]CC)=[O:16])[N:13]=1)=[O:7])([CH3:4])([CH3:3])[CH3:2].[OH-].[Li+].Cl. (7) Given the product [F:1][C:2]1[CH:3]=[C:4]([NH:24][C:25]([C:27]2[C:28](=[O:40])[N:29]([C:33]3[CH:34]=[CH:35][C:36]([F:39])=[CH:37][CH:38]=3)[N:30]=[CH:31][CH:32]=2)=[O:26])[CH:5]=[CH:6][C:7]=1[O:8][C:9]1[CH:14]=[CH:13][N:12]=[C:11]2[CH:15]=[C:16]([CH:18]3[CH2:19][CH2:20][N:21]([CH3:45])[CH2:22][CH2:23]3)[S:17][C:10]=12, predict the reactants needed to synthesize it. The reactants are: [F:1][C:2]1[CH:3]=[C:4]([NH:24][C:25]([C:27]2[C:28](=[O:40])[N:29]([C:33]3[CH:38]=[CH:37][C:36]([F:39])=[CH:35][CH:34]=3)[N:30]=[CH:31][CH:32]=2)=[O:26])[CH:5]=[CH:6][C:7]=1[O:8][C:9]1[CH:14]=[CH:13][N:12]=[C:11]2[CH:15]=[C:16]([CH:18]3[CH2:23][CH2:22][NH:21][CH2:20][CH2:19]3)[S:17][C:10]=12.C=O.[BH-](OC(C)=O)(OC(C)=O)O[C:45](C)=O.[Na+].